This data is from Reaction yield outcomes from USPTO patents with 853,638 reactions. The task is: Predict the reaction yield, written as a fraction of the theoretical maximum amount of product (1.0 means a 100% yield; for example, 0.34 means a 34% yield). (1) The reactants are [CH2:1]([N:5]1[C:9](=[O:10])[C:8]([C:11]2[CH:16]=[CH:15][CH:14]=[CH:13][CH:12]=2)=[C:7](Cl)[C:6]1=[O:18])[CH2:2][CH2:3][CH3:4].[CH3:19][O:20][C:21]1[CH:27]=[CH:26][C:24]([NH2:25])=[CH:23][CH:22]=1. The catalyst is CCO. The product is [CH2:1]([N:5]1[C:9](=[O:10])[C:8]([C:11]2[CH:16]=[CH:15][CH:14]=[CH:13][CH:12]=2)=[C:7]([NH:25][C:24]2[CH:26]=[CH:27][C:21]([O:20][CH3:19])=[CH:22][CH:23]=2)[C:6]1=[O:18])[CH2:2][CH2:3][CH3:4]. The yield is 0.800. (2) The reactants are [CH3:1][O:2][C:3]1[CH:4]=[C:5]([NH:15][C:16]([NH2:18])=[S:17])[CH:6]=[CH:7][C:8]=1[N:9]1[CH:13]=[C:12]([CH3:14])[N:11]=[CH:10]1.Br[CH2:20][C:21](=O)[C:22]([O:24][CH2:25][CH3:26])=[O:23]. The catalyst is CCO. The product is [CH2:25]([O:24][C:22]([C:21]1[N:18]=[C:16]([NH:15][C:5]2[CH:6]=[CH:7][C:8]([N:9]3[CH:13]=[C:12]([CH3:14])[N:11]=[CH:10]3)=[C:3]([O:2][CH3:1])[CH:4]=2)[S:17][CH:20]=1)=[O:23])[CH3:26]. The yield is 0.720. (3) The reactants are [N:1]1([C:7]2[CH:12]=[CH:11][C:10]([NH:13][C:14]([C:16]3[CH:25]=[C:24]([O:26]COCC[Si](C)(C)C)[C:23]4[C:18](=[C:19]([N:37]5[CH2:43][CH2:42][CH2:41][N:40]([CH3:44])[CH2:39][CH2:38]5)[CH:20]=[C:21]([O:35][CH3:36])[CH:22]=4)[N:17]=3)=[O:15])=[CH:9][CH:8]=2)[CH2:6][CH2:5][O:4][CH2:3][CH2:2]1.Cl.[OH-].[Na+]. The catalyst is CO. The product is [N:1]1([C:7]2[CH:8]=[CH:9][C:10]([NH:13][C:14]([C:16]3[NH:17][C:18]4[C:23]([C:24](=[O:26])[CH:25]=3)=[CH:22][C:21]([O:35][CH3:36])=[CH:20][C:19]=4[N:37]3[CH2:43][CH2:42][CH2:41][N:40]([CH3:44])[CH2:39][CH2:38]3)=[O:15])=[CH:11][CH:12]=2)[CH2:6][CH2:5][O:4][CH2:3][CH2:2]1. The yield is 0.800. (4) The reactants are [NH2:1][C:2]1[CH:7]=[CH:6][C:5]([CH2:8][C:9]([O:11][CH3:12])=[O:10])=[CH:4][C:3]=1[OH:13].[C:14]1([CH3:23])[C:15]([N:20]=[C:21]=S)=[CH:16][CH:17]=[CH:18][CH:19]=1.C1(N=C=NC2CCCCC2)CCCCC1. The catalyst is C(O)C. The product is [CH3:23][C:14]1[CH:19]=[CH:18][CH:17]=[CH:16][C:15]=1[NH:20][C:21]1[O:13][C:3]2[CH:4]=[C:5]([CH2:8][C:9]([O:11][CH3:12])=[O:10])[CH:6]=[CH:7][C:2]=2[N:1]=1. The yield is 0.640. (5) The product is [C:23]([O:22][C:20]([N:17]1[CH2:18][CH2:19][C@@H:14]([NH:13][C:12]([NH:11][C:8]2[CH:9]=[CH:10][C:5]([C:3]#[N:4])=[CH:6][CH:7]=2)=[O:31])[CH2:15][C@@H:16]1[C:27]([OH:29])=[O:28])=[O:21])([CH3:26])([CH3:24])[CH3:25]. The reactants are [Li+].[OH-].[C:3]([C:5]1[CH:10]=[CH:9][C:8]([NH:11][C:12](=[O:31])[NH:13][C@@H:14]2[CH2:19][CH2:18][N:17]([C:20]([O:22][C:23]([CH3:26])([CH3:25])[CH3:24])=[O:21])[C@@H:16]([C:27]([O:29]C)=[O:28])[CH2:15]2)=[CH:7][CH:6]=1)#[N:4].Cl. The catalyst is C1COCC1.CO.O. The yield is 0.990. (6) The reactants are B(Br)(Br)Br.[OH:5][C:6]1[CH:15]=[C:14]2[C:9]([N:10]=[C:11]([C:24]3[CH:29]=[CH:28][C:27]([O:30]C)=[CH:26][CH:25]=3)[C:12]([C:16]3[CH:21]=[CH:20][C:19]([O:22]C)=[CH:18][CH:17]=3)=[N:13]2)=[CH:8][C:7]=1[C:32]([OH:34])=[O:33]. The catalyst is C(Cl)Cl. The product is [OH:5][C:6]1[CH:15]=[C:14]2[C:9]([N:10]=[C:11]([C:24]3[CH:29]=[CH:28][C:27]([OH:30])=[CH:26][CH:25]=3)[C:12]([C:16]3[CH:21]=[CH:20][C:19]([OH:22])=[CH:18][CH:17]=3)=[N:13]2)=[CH:8][C:7]=1[C:32]([OH:34])=[O:33]. The yield is 0.640. (7) The reactants are Br[C:2]1[CH:7]=[CH:6][C:5]([O:8][C:9]2[CH:14]=[CH:13][CH:12]=[CH:11][CH:10]=2)=[CH:4][C:3]=1[F:15].[Li]CCCC.CC([O:24][B:25](OC(C)C)[O:26]C(C)C)C. The catalyst is O1CCCC1. The product is [F:15][C:3]1[CH:4]=[C:5]([O:8][C:9]2[CH:14]=[CH:13][CH:12]=[CH:11][CH:10]=2)[CH:6]=[CH:7][C:2]=1[B:25]([OH:26])[OH:24]. The yield is 0.920. (8) The product is [F:1][C:2]1[CH:7]=[C:6]([I:8])[CH:5]=[CH:4][C:3]=1[NH:9][C:10]1[NH:17][C:20]2[C:21](=[O:25])[CH2:22][CH2:23][CH2:24][C:19]=2[C:11]=1[C:12]([O:14][CH2:15][CH3:16])=[O:13]. The catalyst is C1COCC1. The yield is 0.240. The reactants are [F:1][C:2]1[CH:7]=[C:6]([I:8])[CH:5]=[CH:4][C:3]=1[NH:9][C:10](=[NH:17])[CH2:11][C:12]([O:14][CH2:15][CH3:16])=[O:13].Br[C:19]1[CH2:24][CH2:23][CH2:22][C:21](=[O:25])[C:20]=1O.